From a dataset of Catalyst prediction with 721,799 reactions and 888 catalyst types from USPTO. Predict which catalyst facilitates the given reaction. (1) Reactant: [C:1]([OH:5])(=[O:4])[CH:2]=[O:3].[C:6]([C:10]1[CH:15]=[C:14]([CH3:16])[CH:13]=[C:12]([CH3:17])[CH:11]=1)([CH3:9])([CH3:8])[CH3:7].S(=O)(=O)(O)O. Product: [C:1]([OH:5])(=[O:4])[CH3:2].[C:6]([C:10]1[CH:11]=[C:12]([CH3:17])[C:13]([CH:2]([OH:3])[C:1]([OH:5])=[O:4])=[C:14]([CH3:16])[CH:15]=1)([CH3:9])([CH3:8])[CH3:7]. The catalyst class is: 15. (2) Reactant: [NH2:1][N:2]1[C:7](=[O:8])[C:6]([C:9]2[NH:14][C:13]3[CH:15]=[CH:16][CH:17]=[CH:18][C:12]=3[S:11](=[O:20])(=[O:19])[N:10]=2)=[C:5]([OH:21])[C:4]2[S:22][CH:23]=[CH:24][C:3]1=2.[CH3:25][C:26]([CH3:30])=[CH:27][CH:28]=O. Product: [O:19]=[S:11]1(=[O:20])[C:12]2[CH:18]=[CH:17][CH:16]=[CH:15][C:13]=2[NH:14][C:9]([C:6]2[C:7](=[O:8])[N:2]([N:1]=[CH:28][CH:27]=[C:26]([CH3:30])[CH3:25])[C:3]3[CH:24]=[CH:23][S:22][C:4]=3[C:5]=2[OH:21])=[N:10]1. The catalyst class is: 80. (3) Reactant: C[O:2][C:3](=[O:19])[C:4]1[CH:9]=[CH:8][C:7]([N+:10]([O-:12])=[O:11])=[C:6]([O:13][CH:14]2[CH2:18][CH2:17][O:16][CH2:15]2)[CH:5]=1.[OH-].[Li+]. Product: [N+:10]([C:7]1[CH:8]=[CH:9][C:4]([C:3]([OH:19])=[O:2])=[CH:5][C:6]=1[O:13][CH:14]1[CH2:18][CH2:17][O:16][CH2:15]1)([O-:12])=[O:11]. The catalyst class is: 20. (4) Reactant: [CH3:1][O:2][C:3]1[CH:4]=[C:5]([CH:14]=[CH:15][CH:16]=1)[CH2:6][C@@H:7]([C:9]([O:11][CH2:12][CH3:13])=[O:10])[NH2:8].[C:17]([O:21][C:22]([NH:24][CH2:25][C:26](O)=[O:27])=[O:23])([CH3:20])([CH3:19])[CH3:18].CN(C(ON1N=NC2C=CC=NC1=2)=[N+](C)C)C.F[P-](F)(F)(F)(F)F.CCN(C(C)C)C(C)C. Product: [C:17]([O:21][C:22]([NH:24][CH2:25][C:26]([NH:8][C@H:7]([C:9]([O:11][CH2:12][CH3:13])=[O:10])[CH2:6][C:5]1[CH:14]=[CH:15][CH:16]=[C:3]([O:2][CH3:1])[CH:4]=1)=[O:27])=[O:23])([CH3:20])([CH3:19])[CH3:18]. The catalyst class is: 136.